Dataset: Reaction yield outcomes from USPTO patents with 853,638 reactions. Task: Predict the reaction yield, written as a fraction of the theoretical maximum amount of product (1.0 means a 100% yield; for example, 0.34 means a 34% yield). (1) The reactants are [CH3:1][C:2]1[CH:7]=[CH:6][C:5]([S:8]([N:11]2[CH2:16][CH2:15][C:14](=O)[CH:13]([C:18]([O:20]CC)=O)[CH2:12]2)(=[O:10])=[O:9])=[CH:4][CH:3]=1.[C:23]1([NH:29][NH2:30])[CH:28]=[CH:27][CH:26]=[CH:25][CH:24]=1.CC[O-].[Na+].CCO. The catalyst is CCO.[Cl-].[Na+].O. The product is [CH3:1][C:2]1[CH:3]=[CH:4][C:5]([S:8]([N:11]2[CH2:16][CH2:15][C:14]3[NH:30][N:29]([C:23]4[CH:28]=[CH:27][CH:26]=[CH:25][CH:24]=4)[C:18](=[O:20])[C:13]=3[CH2:12]2)(=[O:9])=[O:10])=[CH:6][CH:7]=1. The yield is 0.250. (2) The reactants are CC([O-])=O.[K+].[B:15]1([B:15]2[O:19][C:18]([CH3:21])([CH3:20])[C:17]([CH3:23])([CH3:22])[O:16]2)[O:19][C:18]([CH3:21])([CH3:20])[C:17]([CH3:23])([CH3:22])[O:16]1.Br[C:25]1[CH:26]=[CH:27][C:28]([Cl:35])=[C:29]([C:31]([F:34])([F:33])[F:32])[CH:30]=1.CCOC(C)=O. The catalyst is O1CCOCC1.Cl[Pd](Cl)([P](C1C=CC=CC=1)(C1C=CC=CC=1)C1C=CC=CC=1)[P](C1C=CC=CC=1)(C1C=CC=CC=1)C1C=CC=CC=1. The product is [Cl:35][C:28]1[CH:27]=[CH:26][C:25]([B:15]2[O:16][C:17]([CH3:22])([CH3:23])[C:18]([CH3:20])([CH3:21])[O:19]2)=[CH:30][C:29]=1[C:31]([F:32])([F:33])[F:34]. The yield is 0.660. (3) The reactants are [Cu][C:2]#[N:3].[CH3:4][C:5]1[N:10]=[C:9]([NH:11][S:12]([C:15]2[S:19][C:18]3[CH:20]=[CH:21][C:22](Br)=[CH:23][C:17]=3[C:16]=2[CH3:25])(=[O:14])=[O:13])[CH:8]=[CH:7][CH:6]=1.O.C(OCC)C. The catalyst is CN(C)C=O. The product is [CH3:4][C:5]1[N:10]=[C:9]([NH:11][S:12]([C:15]2[S:19][C:18]3[CH:20]=[CH:21][C:22]([C:2]#[N:3])=[CH:23][C:17]=3[C:16]=2[CH3:25])(=[O:13])=[O:14])[CH:8]=[CH:7][CH:6]=1. The yield is 0.275. (4) The reactants are [Br:1][C:2]1[N:7]=[C:6]([NH:8]C(=O)OC)[CH:5]=[CH:4][C:3]=1[Cl:13].[OH-].[K+]. The catalyst is CO.O. The product is [Br:1][C:2]1[N:7]=[C:6]([NH2:8])[CH:5]=[CH:4][C:3]=1[Cl:13]. The yield is 0.810. (5) The reactants are C(O[BH-](OC(=O)C)OC(=O)C)(=O)C.[Na+].[NH2:15][C:16]1[CH:21]=[CH:20][C:19]([F:22])=[CH:18][N:17]=1.O=[C:24]1[CH2:29][CH2:28][N:27]([C:30]([O:32][C:33]([CH3:36])([CH3:35])[CH3:34])=[O:31])[CH2:26][CH2:25]1.C(O)(=O)C.C(=O)([O-])O.[Na+]. The catalyst is C(Cl)Cl. The product is [F:22][C:19]1[CH:20]=[CH:21][C:16]([NH:15][CH:24]2[CH2:29][CH2:28][N:27]([C:30]([O:32][C:33]([CH3:36])([CH3:35])[CH3:34])=[O:31])[CH2:26][CH2:25]2)=[N:17][CH:18]=1. The yield is 0.480.